From a dataset of Full USPTO retrosynthesis dataset with 1.9M reactions from patents (1976-2016). Predict the reactants needed to synthesize the given product. (1) Given the product [O:9]1[CH:13]=[CH:12][CH:11]=[C:10]1[CH2:14][O:15][C:2]1[C:7]([I:8])=[CH:6][CH:5]=[CH:4][N:3]=1, predict the reactants needed to synthesize it. The reactants are: F[C:2]1[C:7]([I:8])=[CH:6][CH:5]=[CH:4][N:3]=1.[O:9]1[CH:13]=[CH:12][CH:11]=[C:10]1[CH2:14][OH:15]. (2) Given the product [CH:14](=[N:1][C@@H:2]([CH:3]([CH3:5])[CH3:4])[CH2:6][OH:7])[C:15]1[CH:20]=[CH:19][CH:18]=[CH:17][CH:16]=1, predict the reactants needed to synthesize it. The reactants are: [NH2:1][C@H:2]([CH2:6][OH:7])[CH:3]([CH3:5])[CH3:4].S([O-])([O-])(=O)=O.[Mg+2].[CH:14](=O)[C:15]1[CH:20]=[CH:19][CH:18]=[CH:17][CH:16]=1. (3) Given the product [CH2:5]([NH:10][C:11]1[CH:12]=[C:13]([C:17]2[CH:22]=[CH:21][C:20]([C:23]([F:24])([F:25])[F:26])=[CH:19][CH:18]=2)[CH:14]=[CH:15][CH:16]=1)[CH2:6][CH3:7], predict the reactants needed to synthesize it. The reactants are: C(=O)CC.[CH2:5]([NH:10][C:11]1[CH:12]=[C:13]([C:17]2[CH:22]=[CH:21][C:20]([C:23]([F:26])([F:25])[F:24])=[CH:19][CH:18]=2)[CH:14]=[CH:15][CH:16]=1)[CH2:6][CH2:7]CC. (4) Given the product [CH2:1]([O:8][C:9]1[C:10]([C:11]([O:13][CH3:14])=[O:12])=[N:27][CH:26]=[N:28][C:19]=1[OH:21])[C:2]1[CH:7]=[CH:6][CH:5]=[CH:4][CH:3]=1, predict the reactants needed to synthesize it. The reactants are: [CH2:1]([O:8][C:9](=[C:19]([OH:21])C)[CH:10](C(OC)=O)[C:11]([O:13][CH3:14])=[O:12])[C:2]1[CH:7]=[CH:6][CH:5]=[CH:4][CH:3]=1.C[O-].[Na+].Cl.[CH:26]([NH2:28])=[NH:27]. (5) Given the product [CH3:1][O:2][C:3]1[CH:8]=[C:7]([O:9][CH3:10])[C:6]([O:11][CH3:12])=[CH:5][C:4]=1[CH:13]([CH3:14])[CH:21]=[O:22], predict the reactants needed to synthesize it. The reactants are: [CH3:1][O:2][C:3]1[CH:8]=[C:7]([O:9][CH3:10])[C:6]([O:11][CH3:12])=[CH:5][C:4]=1[CH:13]=[CH:14]C.BrN1[C:21](=[O:22])CCC1=O.